This data is from Reaction yield outcomes from USPTO patents with 853,638 reactions. The task is: Predict the reaction yield, written as a fraction of the theoretical maximum amount of product (1.0 means a 100% yield; for example, 0.34 means a 34% yield). (1) The yield is 0.992. The reactants are [CH:1]1([CH2:4][N:5]([C:14]2[C:15]([CH2:23][CH3:24])=[N:16][N:17]3[CH:22]=[CH:21][CH:20]=[CH:19][C:18]=23)[C:6]([CH:8]2[CH2:13][CH2:12][O:11][CH2:10][CH2:9]2)=O)[CH2:3][CH2:2]1.O.Cl. The product is [CH:1]1([CH2:4][N:5]([C:14]2[C:15]([CH2:23][CH3:24])=[N:16][N:17]3[CH:22]=[CH:21][CH:20]=[CH:19][C:18]=23)[CH2:6][CH:8]2[CH2:13][CH2:12][O:11][CH2:10][CH2:9]2)[CH2:3][CH2:2]1. The catalyst is O1CCCC1. (2) The reactants are [C:1]([O:5][C:6]([N:8]([C@H:16]1[CH2:24][CH2:23][CH2:22][C@H:21]([OH:25])[C@@H:20]([O:26][CH2:27][C:28]([CH3:30])=[CH2:29])[C@H:19]([CH3:31])[O:18][C:17]1=[O:32])[C:9](=[O:15])[O:10][C:11]([CH3:14])([CH3:13])[CH3:12])=[O:7])([CH3:4])([CH3:3])[CH3:2].C(O)(=O)C.C(O)(=O)C.[C:41]1([Bi]([C:41]2[CH:46]=[CH:45][CH:44]=[CH:43][CH:42]=2)[C:41]2[CH:46]=[CH:45][CH:44]=[CH:43][CH:42]=2)[CH:46]=[CH:45][CH:44]=[CH:43][CH:42]=1. The catalyst is C1(C)C=CC=CC=1.C(O[Cu]OC(=O)C)(=O)C. The product is [C:11]([O:10][C:9]([N:8]([C@H:16]1[CH2:24][CH2:23][CH2:22][C@H:21]([O:25][C:41]2[CH:46]=[CH:45][CH:44]=[CH:43][CH:42]=2)[C@@H:20]([O:26][CH2:27][C:28]([CH3:30])=[CH2:29])[C@H:19]([CH3:31])[O:18][C:17]1=[O:32])[C:6](=[O:7])[O:5][C:1]([CH3:4])([CH3:2])[CH3:3])=[O:15])([CH3:14])([CH3:13])[CH3:12]. The yield is 0.690. (3) The reactants are [OH:1][C:2]1[C:3]([C:11](=[O:13])[CH3:12])=[CH:4][C:5]2[O:9][CH2:8][O:7][C:6]=2[CH:10]=1.C1N2CN3CN(C2)CN1C3.C1(C)C=CC=CC=1.FC(F)(F)[C:33](O)=[O:34]. No catalyst specified. The product is [C:11]([C:3]1[C:2]([OH:1])=[C:10]([CH:33]=[O:34])[C:6]2[O:7][CH2:8][O:9][C:5]=2[CH:4]=1)(=[O:13])[CH3:12]. The yield is 0.0600. (4) The reactants are [Cl:1][C:2]1[CH:7]=[CH:6][CH:5]=[CH:4][C:3]=1[C:8]1[N:9]([C:24]2[CH:29]=[CH:28][C:27]([Cl:30])=[CH:26][CH:25]=2)[C:10]2[C:15]([N:16]=1)=[C:14]([NH:17][C@@H:18]1[CH2:23][CH2:22][CH2:21][NH:20][CH2:19]1)[N:13]=[CH:12][N:11]=2.[C:31](OC(=O)C)(=[O:33])[CH3:32]. The catalyst is N1C=CC=CC=1. The product is [Cl:1][C:2]1[CH:7]=[CH:6][CH:5]=[CH:4][C:3]=1[C:8]1[N:9]([C:24]2[CH:25]=[CH:26][C:27]([Cl:30])=[CH:28][CH:29]=2)[C:10]2[C:15]([N:16]=1)=[C:14]([NH:17][C@@H:18]1[CH2:23][CH2:22][CH2:21][N:20]([C:31](=[O:33])[CH3:32])[CH2:19]1)[N:13]=[CH:12][N:11]=2. The yield is 0.870. (5) The reactants are [CH3:1][O:2][C:3]1[CH:4]=[C:5]([N:11]2[CH2:16][C:15]3[CH:17]=[N:18][C:19]4[N:23]([S:24]([C:27]5[CH:32]=[CH:31][CH:30]=[CH:29][CH:28]=5)(=[O:26])=[O:25])[C:22]([C:33]([OH:35])=O)=[CH:21][C:20]=4[C:14]=3[N:13]([CH3:36])[C:12]2=[O:37])[CH:6]=[C:7]([O:9][CH3:10])[CH:8]=1.F[P-](F)(F)(F)(F)F.[N:45]1(O[P+](N(C)C)(N(C)C)N(C)C)[C:49]2C=CC=CC=2N=N1.C(N(CC)CC)C.CN. The catalyst is O1CCCC1.CCOC(C)=O. The product is [CH3:10][O:9][C:7]1[CH:6]=[C:5]([N:11]2[CH2:16][C:15]3[CH:17]=[N:18][C:19]4[N:23]([S:24]([C:27]5[CH:28]=[CH:29][CH:30]=[CH:31][CH:32]=5)(=[O:25])=[O:26])[C:22]([C:33]([NH:45][CH3:49])=[O:35])=[CH:21][C:20]=4[C:14]=3[N:13]([CH3:36])[C:12]2=[O:37])[CH:4]=[C:3]([O:2][CH3:1])[CH:8]=1. The yield is 0.430. (6) The reactants are C(OC(=O)[NH:10][C:11]1[CH:16]=[CH:15][C:14]([CH2:17][NH:18][C:19]2[N:28]=[C:27]([N:29]([CH3:31])[CH3:30])[C:26]3[C:21](=[CH:22][CH:23]=[CH:24][CH:25]=3)[N:20]=2)=[CH:13][CH:12]=1)C1C=CC=CC=1.[Br:33][C:34]1[CH:39]=[CH:38][C:37]([S:40](Cl)(=[O:42])=[O:41])=[C:36]([O:44][C:45]([F:48])([F:47])[F:46])[CH:35]=1. The catalyst is CO.C(Cl)Cl.[Pd]. The product is [Br:33][C:34]1[CH:39]=[CH:38][C:37]([S:40]([NH:10][C:11]2[CH:16]=[CH:15][C:14]([CH2:17][NH:18][C:19]3[N:28]=[C:27]([N:29]([CH3:31])[CH3:30])[C:26]4[C:21](=[CH:22][CH:23]=[CH:24][CH:25]=4)[N:20]=3)=[CH:13][CH:12]=2)(=[O:42])=[O:41])=[C:36]([O:44][C:45]([F:47])([F:46])[F:48])[CH:35]=1. The yield is 0.740.